This data is from Retrosynthesis with 50K atom-mapped reactions and 10 reaction types from USPTO. The task is: Predict the reactants needed to synthesize the given product. (1) Given the product O=C(CC[C@H](NC(=O)c1ccccc1)C(=O)O)NCCS(=O)(=O)O, predict the reactants needed to synthesize it. The reactants are: N[C@@H](CCC(=O)NCCS(=O)(=O)O)C(=O)O.O=C(Cl)c1ccccc1. (2) Given the product c1ccc([S+](c2ccccc2)c2ccccc2)cc1, predict the reactants needed to synthesize it. The reactants are: O=C(Cl)C12CC3CC(CC(C3)C1)C2.O=S(=O)([O-])CCCO. (3) The reactants are: O=C(NC1CCNCC1)c1ccccc1-c1ccccc1.O=Cc1ccc2ccccc2n1. Given the product O=C(NC1CCN(Cc2ccc3ccccc3n2)CC1)c1ccccc1-c1ccccc1, predict the reactants needed to synthesize it.